This data is from Reaction yield outcomes from USPTO patents with 853,638 reactions. The task is: Predict the reaction yield, written as a fraction of the theoretical maximum amount of product (1.0 means a 100% yield; for example, 0.34 means a 34% yield). (1) The reactants are [CH3:1][C:2]1[CH:3]([C:10]2[CH:17]=[CH:16][CH:15]=[CH:14][C:11]=2[CH:12]=O)[C:4]([CH3:9])=[C:5]([CH3:8])[C:6]=1[CH3:7].[F:18][C:19]1[C:24]([NH:25][NH2:26])=[C:23]([F:27])[C:22]([F:28])=[C:21]([F:29])[C:20]=1[F:30]. The catalyst is C(O)C. The product is [F:18][C:19]1[C:24]([NH:25][N:26]=[CH:12][C:11]2[CH:14]=[CH:15][CH:16]=[CH:17][C:10]=2[CH:3]2[C:2]([CH3:1])=[C:6]([CH3:7])[C:5]([CH3:8])=[C:4]2[CH3:9])=[C:23]([F:27])[C:22]([F:28])=[C:21]([F:29])[C:20]=1[F:30]. The yield is 0.970. (2) The reactants are [OH:1][C@@H:2]1[C@@H:7]([C:8]2[CH:13]=[CH:12][C:11]([OH:14])=[CH:10][CH:9]=2)[CH2:6][CH2:5][N:4]([C:15]([O:17][C:18]([CH3:21])([CH3:20])[CH3:19])=[O:16])[CH2:3]1.[C:22]([O-])([O-])=O.[K+].[K+].CI. The catalyst is CN(C=O)C.C(OCC)(=O)C. The yield is 0.880. The product is [OH:1][C@@H:2]1[C@@H:7]([C:8]2[CH:9]=[CH:10][C:11]([O:14][CH3:22])=[CH:12][CH:13]=2)[CH2:6][CH2:5][N:4]([C:15]([O:17][C:18]([CH3:21])([CH3:20])[CH3:19])=[O:16])[CH2:3]1.